Dataset: Forward reaction prediction with 1.9M reactions from USPTO patents (1976-2016). Task: Predict the product of the given reaction. (1) Given the reactants C(O[C:4]1(O[Si](C)(C)C)[CH2:6][CH2:5]1)C.[N+:12]([C:15]1[CH:24]=[C:23]2[C:18]([CH2:19][CH2:20][NH:21][CH2:22]2)=[CH:17][CH:16]=1)([O-:14])=[O:13].[BH3-]C#N.[Na+].C(O)(=O)C, predict the reaction product. The product is: [CH:4]1([N:21]2[CH2:20][CH2:19][C:18]3[C:23](=[CH:24][C:15]([N+:12]([O-:14])=[O:13])=[CH:16][CH:17]=3)[CH2:22]2)[CH2:6][CH2:5]1. (2) Given the reactants Br[C:2]1[CH:7]=[CH:6][C:5]([S:8]([CH2:11][CH3:12])(=[O:10])=[O:9])=[CH:4][C:3]=1[F:13].[B:14]1([B:14]2[O:18][C:17]([CH3:20])([CH3:19])[C:16]([CH3:22])([CH3:21])[O:15]2)[O:18][C:17]([CH3:20])([CH3:19])[C:16]([CH3:22])([CH3:21])[O:15]1.C([O-])(=O)C.[K+], predict the reaction product. The product is: [CH2:11]([S:8]([C:5]1[CH:6]=[CH:7][C:2]([B:14]2[O:18][C:17]([CH3:20])([CH3:19])[C:16]([CH3:22])([CH3:21])[O:15]2)=[C:3]([F:13])[CH:4]=1)(=[O:10])=[O:9])[CH3:12].